This data is from Forward reaction prediction with 1.9M reactions from USPTO patents (1976-2016). The task is: Predict the product of the given reaction. Given the reactants [NH2:1][C:2]1[N:3]([CH3:8])[O:4][C:5](=[O:7])[CH:6]=1.[Br:9][C:10]1[CH:11]=[C:12]([CH:15]=[CH:16][C:17]=1[F:18])[CH:13]=O.[C:19]1(=O)[CH2:23][CH2:22][C:21](=[O:24])[CH2:20]1, predict the reaction product. The product is: [Br:9][C:10]1[CH:11]=[C:12]([CH:13]2[C:6]3[C:5](=[O:7])[O:4][N:3]([CH3:8])[C:2]=3[NH:1][C:19]3[CH2:23][CH2:22][C:21](=[O:24])[C:20]2=3)[CH:15]=[CH:16][C:17]=1[F:18].